From a dataset of Full USPTO retrosynthesis dataset with 1.9M reactions from patents (1976-2016). Predict the reactants needed to synthesize the given product. (1) Given the product [C:1]([C:3]1[CH:4]=[C:5]([CH:10]=[C:11]([CH2:15][CH3:16])[C:12]=1[O:13][CH3:14])[C:6]([O:8][CH3:9])=[O:7])#[N:2], predict the reactants needed to synthesize it. The reactants are: [C:1]([C:3]1[CH:4]=[C:5]([CH:10]=[C:11]([C:15]#[CH:16])[C:12]=1[O:13][CH3:14])[C:6]([O:8][CH3:9])=[O:7])#[N:2]. (2) Given the product [ClH:3].[ClH:3].[Cl:3][CH2:12][CH2:11][C@@H:6]1[CH2:7][NH:8][CH2:9][CH2:10][NH:5]1, predict the reactants needed to synthesize it. The reactants are: S(Cl)([Cl:3])=O.[NH:5]1[CH2:10][CH2:9][NH:8][CH2:7][C@H:6]1[CH2:11][CH2:12]O. (3) Given the product [NH2:25][C:13]1[N:14]=[CH:15][N:16]=[C:17]([N:18]2[CH2:23][CH2:22][CH:21]([NH:24][C:36](=[O:37])[CH2:35][C:32]3[CH:33]=[CH:34][C:29]([CH:26]([CH3:27])[CH3:28])=[CH:30][CH:31]=3)[CH2:20][CH2:19]2)[C:12]=1[CH:11]=[N:10][O:9][CH3:8], predict the reactants needed to synthesize it. The reactants are: FC(F)(F)C(O)=O.[CH3:8][O:9][N:10]=[CH:11][C:12]1[C:13]([NH2:25])=[N:14][CH:15]=[N:16][C:17]=1[N:18]1[CH2:23][CH2:22][CH:21]([NH2:24])[CH2:20][CH2:19]1.[CH:26]([C:29]1[CH:34]=[CH:33][C:32]([CH2:35][C:36](O)=[O:37])=[CH:31][CH:30]=1)([CH3:28])[CH3:27].C1C=CC2N(O)N=NC=2C=1.CN(C(ON1N=NC2C=CC=CC1=2)=[N+](C)C)C.F[P-](F)(F)(F)(F)F.CCN(C(C)C)C(C)C. (4) Given the product [CH3:1][C:2]1[CH:3]=[C:4]([CH:22]=[CH:23][C:24]=1[CH3:25])[C:5]([C:7]1[C:16](=[O:17])[C:15]2[CH:14]=[C:13]3[O:18][CH2:19][CH2:20][O:21][C:12]3=[CH:11][C:10]=2[N:9]([CH2:30][C:31]2[CH:32]=[N:33][CH:34]=[CH:35][CH:36]=2)[CH:8]=1)=[O:6], predict the reactants needed to synthesize it. The reactants are: [CH3:1][C:2]1[CH:3]=[C:4]([CH:22]=[CH:23][C:24]=1[CH3:25])[C:5]([C:7]1[C:16](=[O:17])[C:15]2[CH:14]=[C:13]3[O:18][CH2:19][CH2:20][O:21][C:12]3=[CH:11][C:10]=2[NH:9][CH:8]=1)=[O:6].[H-].[Na+].Br.Br[CH2:30][C:31]1[CH:32]=[N:33][CH:34]=[CH:35][CH:36]=1. (5) Given the product [F:65][C:62]1[CH:61]=[CH:60][C:59]([CH2:58][C:57]([N:56]=[C:54]=[O:55])=[O:66])=[CH:64][CH:63]=1.[CH3:32][O:33][C:34]1[CH:35]=[CH:36][C:37]([CH2:38][NH:39][C:40]2[N:45]=[CH:44][N:43]=[C:42]([O:46][C:47]3[CH:52]=[CH:51][C:50]([NH:53][C:54]([NH:56][C:57](=[O:66])[CH2:58][C:59]4[CH:64]=[CH:63][C:62]([F:65])=[CH:61][CH:60]=4)=[O:55])=[CH:49][C:48]=3[F:67])[CH:41]=2)=[CH:68][CH:69]=1.[C:1]([O:5][C:6](=[O:31])[NH:7][CH2:8][CH:9]1[CH2:12][N:11]([CH2:13][C:14]#[C:15][C:16]2[CH:17]=[N:18][CH:19]=[CH:20][C:21]=2[O:22][C:23]2[CH:28]=[CH:27][C:26]([NH:29][C:54]([NH:56][C:57](=[O:66])[CH2:58][C:59]3[CH:64]=[CH:63][C:62]([F:65])=[CH:61][CH:60]=3)=[O:55])=[CH:25][C:24]=2[F:30])[CH2:10]1)([CH3:4])([CH3:2])[CH3:3], predict the reactants needed to synthesize it. The reactants are: [C:1]([O:5][C:6](=[O:31])[NH:7][CH2:8][CH:9]1[CH2:12][N:11]([CH2:13][C:14]#[C:15][C:16]2[CH:17]=[N:18][CH:19]=[CH:20][C:21]=2[O:22][C:23]2[CH:28]=[CH:27][C:26]([NH2:29])=[CH:25][C:24]=2[F:30])[CH2:10]1)([CH3:4])([CH3:3])[CH3:2].[CH3:32][O:33][C:34]1[CH:69]=[CH:68][C:37]([CH2:38][NH:39][C:40]2[N:45]=[CH:44][N:43]=[C:42]([O:46][C:47]3[CH:52]=[CH:51][C:50]([NH:53][C:54]([NH:56][C:57](=[O:66])[CH2:58][C:59]4[CH:64]=[CH:63][C:62]([F:65])=[CH:61][CH:60]=4)=[O:55])=[CH:49][C:48]=3[F:67])[CH:41]=2)=[CH:36][CH:35]=1. (6) Given the product [Br:1][C:2]1[C:7]([NH:8][C:12](=[O:13])[O:14][CH2:15][CH3:16])=[C:6]([O:9][CH3:10])[CH:5]=[CH:4][N:3]=1, predict the reactants needed to synthesize it. The reactants are: [Br:1][C:2]1[C:7]([NH2:8])=[C:6]([O:9][CH3:10])[CH:5]=[CH:4][N:3]=1.Cl[C:12]([O:14][CH2:15][CH3:16])=[O:13]. (7) Given the product [CH3:1][C:2]1[N:3]=[C:4]([C:8]2[C:13]([O:14][C:15]3[C:24]4[C:19](=[CH:20][C:21]([O:27][CH2:37][CH2:38][OH:39])=[C:22]([O:25][CH3:26])[CH:23]=4)[N:18]=[CH:17][CH:16]=3)=[CH:12][C:11]([CH3:28])=[C:10]([CH3:29])[N:9]=2)[S:5][C:6]=1[CH3:7], predict the reactants needed to synthesize it. The reactants are: [CH3:1][C:2]1[N:3]=[C:4]([C:8]2[C:13]([O:14][C:15]3[C:24]4[C:19](=[CH:20][C:21]([OH:27])=[C:22]([O:25][CH3:26])[CH:23]=4)[N:18]=[CH:17][CH:16]=3)=[CH:12][C:11]([CH3:28])=[C:10]([CH3:29])[N:9]=2)[S:5][C:6]=1[CH3:7].C(=O)([O-])[O-].[K+].[K+].Br[CH2:37][CH2:38][OH:39]. (8) The reactants are: [C:1]([O:4][C:5]1[C:6]([C:15]([OH:17])=O)=[CH:7][C:8]2[C:13]([CH:14]=1)=[CH:12][CH:11]=[CH:10][CH:9]=2)(=[O:3])[CH3:2].C(OCC)(=O)C.C(Cl)(=O)C([Cl:27])=O. Given the product [C:1]([O:4][C:5]1[C:6]([C:15]([Cl:27])=[O:17])=[CH:7][C:8]2[C:13]([CH:14]=1)=[CH:12][CH:11]=[CH:10][CH:9]=2)(=[O:3])[CH3:2], predict the reactants needed to synthesize it. (9) Given the product [CH:33]1([N:30]2[CH2:29][CH2:28][N:11]3[C:12]([CH2:16][C:17]4([C:22]5[CH:27]=[CH:26][CH:25]=[CH:24][N:23]=5)[CH2:21][CH2:20][CH2:19][CH2:18]4)=[N:13][C:14](=[O:15])[C:9]([OH:8])=[C:10]3[C:31]2=[O:32])[CH2:34][CH2:35]1, predict the reactants needed to synthesize it. The reactants are: C([O:8][C:9]1[C:14](=[O:15])[N:13]=[C:12]([CH2:16][C:17]2([C:22]3[CH:27]=[CH:26][CH:25]=[CH:24][N:23]=3)[CH2:21][CH2:20][CH2:19][CH2:18]2)[N:11]2[CH2:28][CH2:29][N:30]([CH:33]3[CH2:35][CH2:34]3)[C:31](=[O:32])[C:10]=12)C1C=CC=CC=1. (10) Given the product [C:21]([C:16]1[CH:17]=[CH:18][CH:19]=[CH:20][C:15]=1[C:12]1[CH:11]=[CH:10][C:9]([CH2:8][C:7]2[C:2](=[O:1])[N:3]([CH:29]3[CH2:30][CH2:31][N:32]([CH2:36][C:37]([O:39][CH3:40])=[O:38])[CH2:33][CH2:34]3)[C:4]3[N:5]([N:26]=[CH:27][N:28]=3)[C:6]=2[CH2:23][CH2:24][CH3:25])=[CH:14][CH:13]=1)#[N:22], predict the reactants needed to synthesize it. The reactants are: [O:1]=[C:2]1[C:7]([CH2:8][C:9]2[CH:14]=[CH:13][C:12]([C:15]3[C:16]([C:21]#[N:22])=[CH:17][CH:18]=[CH:19][CH:20]=3)=[CH:11][CH:10]=2)=[C:6]([CH2:23][CH2:24][CH3:25])[N:5]2[N:26]=[CH:27][N:28]=[C:4]2[N:3]1[CH:29]1[CH2:34][CH2:33][NH:32][CH2:31][CH2:30]1.Br[CH2:36][C:37]([O:39][CH2:40]C)=[O:38].C(=O)([O-])[O-].[K+].[K+].CN(C)C=O.